Predict the reaction yield, written as a fraction of the theoretical maximum amount of product (1.0 means a 100% yield; for example, 0.34 means a 34% yield). From a dataset of Reaction yield outcomes from USPTO patents with 853,638 reactions. (1) The reactants are [CH3:1][S:2][C:3]1[N:8]=[C:7]([NH:9][C:10]2[CH:15]=[CH:14][CH:13]=[C:12]([N+:16]([O-:18])=[O:17])[CH:11]=2)[C:6]([C:19]([OH:21])=O)=[CH:5][N:4]=1.[NH2:22][C:23]1[CH:28]=[CH:27][CH:26]=[CH:25][CH:24]=1.CCN=C=NCCCN(C)C.C1C=C2N=NN(O)C2=CC=1.O. The catalyst is CN(C=O)C. The product is [CH3:1][S:2][C:3]1[N:8]=[C:7]([NH:9][C:10]2[CH:15]=[CH:14][CH:13]=[C:12]([N+:16]([O-:18])=[O:17])[CH:11]=2)[C:6]([C:19]([NH:22][C:23]2[CH:28]=[CH:27][CH:26]=[CH:25][CH:24]=2)=[O:21])=[CH:5][N:4]=1. The yield is 0.830. (2) The reactants are C(N[CH:5]([CH3:7])[CH3:6])(C)C.[CH2:8]([Li])[CH2:9][CH2:10][CH3:11].CN1[CH2:18][CH2:17]N(C)C1=O.[CH:21]1([C:25]#[N:26])[CH2:24][CH2:23][CH2:22]1.Cl.[CH2:28]1[CH2:32][O:31][CH2:30][CH2:29]1. The catalyst is O. The product is [CH:29]1([CH2:30][O:31][CH2:32][CH2:28][C:6]2[CH:5]=[CH:7][C:10]([CH2:11][C:21]3([C:25]#[N:26])[CH2:24][CH2:23][CH2:22]3)=[CH:9][CH:8]=2)[CH2:18][CH2:17]1. The yield is 0.480.